Task: Predict the reaction yield, written as a fraction of the theoretical maximum amount of product (1.0 means a 100% yield; for example, 0.34 means a 34% yield).. Dataset: Reaction yield outcomes from USPTO patents with 853,638 reactions (1) The reactants are [CH3:1][O:2][C:3]1[CH:4]=[C:5]([C:9](=O)[CH2:10][CH:11]([C:14]#[N:15])[C:12]#[N:13])[CH:6]=[CH:7][CH:8]=1.C(O)(=O)C.CO.[CH3:23][S-:24].[Na+]. The catalyst is O. The product is [CH3:1][O:2][C:3]1[CH:4]=[C:5]([C:9]2[NH:13][C:12]([S:24][CH3:23])=[C:11]([C:14]#[N:15])[CH:10]=2)[CH:6]=[CH:7][CH:8]=1. The yield is 0.700. (2) The reactants are [CH2:1]([C:8]1[S:12][C:11]([NH:13][C:14](=[O:23])[C:15]2[CH:20]=[CH:19][CH:18]=[CH:17][C:16]=2[O:21]C)=[N:10][C:9]=1[C:24]1[CH:29]=[CH:28][C:27]([O:30]C)=[CH:26][CH:25]=1)[C:2]1[CH:7]=[CH:6][CH:5]=[CH:4][CH:3]=1.B(Br)(Br)Br. No catalyst specified. The product is [CH2:1]([C:8]1[S:12][C:11]([NH:13][C:14](=[O:23])[C:15]2[CH:20]=[CH:19][CH:18]=[CH:17][C:16]=2[OH:21])=[N:10][C:9]=1[C:24]1[CH:29]=[CH:28][C:27]([OH:30])=[CH:26][CH:25]=1)[C:2]1[CH:7]=[CH:6][CH:5]=[CH:4][CH:3]=1. The yield is 0.644. (3) The reactants are [CH3:1][NH:2][C:3]([N:5]1[C:13]2[C:8](=[CH:9][C:10]([O:14][C:15]3[CH:20]=[CH:19][N:18]=[C:17]([N:21](C(OC4C=CC=CC=4)=O)[C:22](=[O:30])OC4C=CC=CC=4)[CH:16]=3)=[CH:11][CH:12]=2)[CH:7]=[CH:6]1)=[O:4].C(N(CC)CC)C.Cl.[NH2:48][C@H:49]([CH2:53][C:54]1[CH:59]=[CH:58][CH:57]=[CH:56][CH:55]=1)[C:50]([NH2:52])=[O:51]. The catalyst is CN(C)C=O. The product is [CH3:1][NH:2][C:3]([N:5]1[C:13]2[C:8](=[CH:9][C:10]([O:14][C:15]3[CH:20]=[CH:19][N:18]=[C:17]([NH:21][C:22]([NH:48][C@@H:49]([C:50](=[O:51])[NH2:52])[CH2:53][C:54]4[CH:59]=[CH:58][CH:57]=[CH:56][CH:55]=4)=[O:30])[CH:16]=3)=[CH:11][CH:12]=2)[CH:7]=[CH:6]1)=[O:4]. The yield is 0.760. (4) The reactants are [CH3:1][C:2]1[C:3]([C:7]([O:9][CH2:10][CH3:11])=[O:8])=[CH:4][NH:5][CH:6]=1.C1C(=O)N([Br:19])C(=O)C1. The catalyst is C1COCC1. The product is [Br:19][C:6]1[NH:5][CH:4]=[C:3]([C:7]([O:9][CH2:10][CH3:11])=[O:8])[C:2]=1[CH3:1]. The yield is 0.860. (5) The reactants are [Cl:1][C:2]1[CH:7]=[CH:6][CH:5]=[CH:4][C:3]=1/[CH:8]=[CH:9]/[CH3:10].CC[C@H]1[C@H]2C[C@H]([C@H](OC3C4C(=CC=CC=4)C(O[C@H](C4C=CN=C5C=4C=C(OC)C=C5)[C@@H]4N5C[C@H](CC)[C@@H](CC5)C4)=NN=3)C3C=CN=C4C=3C=C([O:32]C)C=C4)N(CC2)C1.CS(N)(=O)=O.CC(O)(C)C.[OH2:79]. No catalyst specified. The product is [Cl:1][C:2]1[CH:7]=[CH:6][CH:5]=[CH:4][C:3]=1[C@@H:8]([OH:32])[C@H:9]([OH:79])[CH3:10]. The yield is 0.900. (6) The reactants are [Cl:1][C:2]1[CH:3]=[C:4]([CH2:9][C:10]([OH:12])=[O:11])[CH:5]=[CH:6][C:7]=1[OH:8].OS(O)(=O)=O.[CH3:18]O. No catalyst specified. The product is [Cl:1][C:2]1[CH:3]=[C:4]([CH2:9][C:10]([O:12][CH3:18])=[O:11])[CH:5]=[CH:6][C:7]=1[OH:8]. The yield is 0.960. (7) The reactants are [NH2:1][C:2]1[N:23]=[C:22](Cl)[CH:21]=[CH:20][C:3]=1[C:4]([NH:6][CH2:7][C:8]1[S:9][C:10]([O:13][C:14]2[CH:19]=[CH:18][CH:17]=[CH:16][CH:15]=2)=[CH:11][CH:12]=1)=[O:5].C1C=CC(CC(NC[NH:36][C@H:37]([C:48](O)=[O:49])CC2C=CC([N+]([O-])=O)=CC=2)=O)=CC=1.C(CN)O. The catalyst is CS(C)=O.C(N(C(C)C)CC)(C)C.[Cl-].[Na+].O. The product is [NH2:1][C:2]1[N:23]=[C:22]([NH:36][CH2:37][CH2:48][OH:49])[CH:21]=[CH:20][C:3]=1[C:4]([NH:6][CH2:7][C:8]1[S:9][C:10]([O:13][C:14]2[CH:19]=[CH:18][CH:17]=[CH:16][CH:15]=2)=[CH:11][CH:12]=1)=[O:5]. The yield is 0.760. (8) The reactants are Cl[C:2]1[C:11]2[C:6](=[CH:7][CH:8]=[CH:9][CH:10]=2)[N:5]=[C:4]([CH3:12])[N:3]=1.[N+:13]([C:16]1[CH:21]=[CH:20][C:19]([NH:22][CH3:23])=[CH:18][CH:17]=1)([O-:15])=[O:14].[H-].[Na+]. The catalyst is CN(C)C=O. The product is [CH3:12][C:4]1[N:3]=[C:2]([N:22]([C:19]2[CH:18]=[CH:17][C:16]([N+:13]([O-:15])=[O:14])=[CH:21][CH:20]=2)[CH3:23])[C:11]2[C:6](=[CH:7][CH:8]=[CH:9][CH:10]=2)[N:5]=1. The yield is 0.670.